Predict the reactants needed to synthesize the given product. From a dataset of Full USPTO retrosynthesis dataset with 1.9M reactions from patents (1976-2016). Given the product [CH3:1][O:2][C:3](=[O:18])[CH:4]([C:11]1[CH:16]=[CH:15][C:14]([C:20]#[C:19][C:21]2([OH:27])[CH2:26][CH2:25][CH2:24][CH2:23][CH2:22]2)=[CH:13][CH:12]=1)[CH2:5][CH:6]1[CH2:10][CH2:9][CH2:8][CH2:7]1, predict the reactants needed to synthesize it. The reactants are: [CH3:1][O:2][C:3](=[O:18])[CH:4]([C:11]1[CH:16]=[CH:15][C:14](I)=[CH:13][CH:12]=1)[CH2:5][CH:6]1[CH2:10][CH2:9][CH2:8][CH2:7]1.[C:19]([C:21]1([OH:27])[CH2:26][CH2:25][CH2:24][CH2:23][CH2:22]1)#[CH:20].